From a dataset of Peptide-MHC class I binding affinity with 185,985 pairs from IEDB/IMGT. Regression. Given a peptide amino acid sequence and an MHC pseudo amino acid sequence, predict their binding affinity value. This is MHC class I binding data. (1) The MHC is HLA-A02:06 with pseudo-sequence HLA-A02:06. The peptide sequence is MMMGMFNMLS. The binding affinity (normalized) is 0.819. (2) The peptide sequence is KLYDSVYLT. The MHC is HLA-A02:16 with pseudo-sequence HLA-A02:16. The binding affinity (normalized) is 0.936.